Dataset: Cav3 T-type calcium channel HTS with 100,875 compounds. Task: Binary Classification. Given a drug SMILES string, predict its activity (active/inactive) in a high-throughput screening assay against a specified biological target. The molecule is S(=O)(=O)(NCC(=O)N(Cc1cc2OCOc2cc1)CC(=O)NCc1occc1)c1ccc(cc1)C. The result is 1 (active).